The task is: Predict the product of the given reaction.. This data is from Forward reaction prediction with 1.9M reactions from USPTO patents (1976-2016). (1) Given the reactants S(S([O-])=O)([O-])=O.[Na+].[Na+].[Cl:9][C:10]1[CH:15]=[CH:14][C:13]([C:16]2[C:20]3[CH2:21][N:22]([C:25](=[O:27])[CH3:26])[CH2:23][CH2:24][C:19]=3[N:18]([CH2:28][CH:29]([OH:44])[CH2:30][N:31]3[CH2:36][CH2:35][N:34]([C:37]4[CH:42]=[CH:41][CH:40]=[CH:39][C:38]=4[CH3:43])[CH2:33][CH2:32]3)[N:17]=2)=[CH:12][C:11]=1[N+:45]([O-])=O.Cl.C(=O)(O)[O-].[Na+], predict the reaction product. The product is: [NH2:45][C:11]1[CH:12]=[C:13]([C:16]2[C:20]3[CH2:21][N:22]([C:25](=[O:27])[CH3:26])[CH2:23][CH2:24][C:19]=3[N:18]([CH2:28][CH:29]([OH:44])[CH2:30][N:31]3[CH2:32][CH2:33][N:34]([C:37]4[CH:42]=[CH:41][CH:40]=[CH:39][C:38]=4[CH3:43])[CH2:35][CH2:36]3)[N:17]=2)[CH:14]=[CH:15][C:10]=1[Cl:9]. (2) Given the reactants Cl.Cl.[CH:3]([N:6]1[CH2:11][CH2:10][N:9]([C:12]([CH:14]2[CH2:19][CH2:18][NH:17][CH2:16][CH2:15]2)=[O:13])[CH2:8][C@@H:7]1[CH3:20])([CH3:5])[CH3:4].C([O-])([O-])=O.[K+].[K+], predict the reaction product. The product is: [CH:3]([N:6]1[CH2:11][CH2:10][N:9]([C:12]([CH:14]2[CH2:15][CH2:16][NH:17][CH2:18][CH2:19]2)=[O:13])[CH2:8][C@@H:7]1[CH3:20])([CH3:5])[CH3:4]. (3) Given the reactants [C:1]([O-:4])([O-])=[O:2].[K+].[K+].[C:7]1(O)[CH:12]=[CH:11][CH:10]=[CH:9][CH:8]=1, predict the reaction product. The product is: [CH3:11][CH2:12][CH2:7][CH2:8][CH2:9][CH3:10].[CH2:7]([CH2:12][C:1]([OH:4])=[O:2])[CH3:8]. (4) Given the reactants [NH2:1][C:2]1[N:6]([C:7]2[C:8]([F:43])=[CH:9][C:10]([CH3:42])=[C:11]([CH:13]([S:18][CH:19]([C:24]3[CH:29]=[C:28]([N:30]4[C:34]([NH2:35])=[N:33][C:32]([C:36]([F:39])([F:38])[F:37])=[N:31]4)[C:27]([F:40])=[CH:26][C:25]=3[CH3:41])[C:20]([F:23])([F:22])[F:21])[C:14]([F:17])([F:16])[F:15])[CH:12]=2)[N:5]=[C:4]([C:44]([F:47])([F:46])[F:45])[N:3]=1.[F:48][C:49]([F:60])([F:59])[C:50](O[C:50](=[O:51])[C:49]([F:60])([F:59])[F:48])=[O:51], predict the reaction product. The product is: [F:48][C:49]([F:59])([F:60])[C:50]([NH:1][C:2]1[N:6]([C:7]2[C:8]([F:43])=[CH:9][C:10]([CH3:42])=[C:11]([CH:13]([S:18][CH:19]([C:24]3[CH:29]=[C:28]([N:30]4[C:34]([NH:35][C:50](=[O:51])[C:49]([F:60])([F:59])[F:48])=[N:33][C:32]([C:36]([F:39])([F:37])[F:38])=[N:31]4)[C:27]([F:40])=[CH:26][C:25]=3[CH3:41])[C:20]([F:21])([F:22])[F:23])[C:14]([F:17])([F:16])[F:15])[CH:12]=2)[N:5]=[C:4]([C:44]([F:47])([F:46])[F:45])[N:3]=1)=[O:51]. (5) Given the reactants S(O[CH2:12][CH2:13][CH:14]1[CH2:19][CH2:18][N:17]([C:20]([O:22][C:23]([CH3:26])([CH3:25])[CH3:24])=[O:21])[CH2:16][CH2:15]1)(C1C=CC(C)=CC=1)(=O)=O.[C-:27]#[N:28].[K+].C([O-])(O)=O.[Na+], predict the reaction product. The product is: [C:27]([CH2:12][CH2:13][CH:14]1[CH2:15][CH2:16][N:17]([C:20]([O:22][C:23]([CH3:24])([CH3:25])[CH3:26])=[O:21])[CH2:18][CH2:19]1)#[N:28].